Dataset: Reaction yield outcomes from USPTO patents with 853,638 reactions. Task: Predict the reaction yield, written as a fraction of the theoretical maximum amount of product (1.0 means a 100% yield; for example, 0.34 means a 34% yield). The reactants are [Cl:1][C:2]1[CH:7]=[CH:6][C:5]([C:8]([C:10]2[C:11]([SH:16])=[N:12][CH:13]=[CH:14][CH:15]=2)=O)=[CH:4][CH:3]=1.Cl[CH2:18][C:19]([CH2:21][C:22]1[CH:27]=[CH:26][C:25]([F:28])=[CH:24][CH:23]=1)=[O:20].C(=O)([O-])O.[Na+]. The catalyst is C(O)C. The product is [Cl:1][C:2]1[CH:7]=[CH:6][C:5]([C:8]2[C:10]3[C:11](=[N:12][CH:13]=[CH:14][CH:15]=3)[S:16][C:18]=2[C:19](=[O:20])[CH2:21][C:22]2[CH:27]=[CH:26][C:25]([F:28])=[CH:24][CH:23]=2)=[CH:4][CH:3]=1. The yield is 0.580.